Dataset: Forward reaction prediction with 1.9M reactions from USPTO patents (1976-2016). Task: Predict the product of the given reaction. (1) Given the reactants Br[CH2:2][C:3]([C:5]1[C:6]([OH:12])=[N:7][CH:8]=[C:9]([Br:11])[CH:10]=1)=O.[NH2:13][C:14]1[CH:19]=[CH:18][CH:17]=[CH:16][N:15]=1, predict the reaction product. The product is: [Br:11][C:9]1[CH:10]=[C:5]([C:3]2[N:13]=[C:14]3[CH:19]=[CH:18][CH:17]=[CH:16][N:15]3[CH:2]=2)[C:6]([OH:12])=[N:7][CH:8]=1. (2) Given the reactants Cl.[CH3:2][C@@:3]1([C:8]([O:10][CH3:11])=[O:9])[CH2:7][CH2:6][CH2:5][NH:4]1.[Cl:12][C:13]1[CH:14]=[C:15]([S:20](Cl)(=[O:22])=[O:21])[CH:16]=[C:17]([Cl:19])[CH:18]=1.C(N(C(C)C)CC)(C)C, predict the reaction product. The product is: [Cl:19][C:17]1[CH:16]=[C:15]([S:20]([N:4]2[CH2:5][CH2:6][CH2:7][C@@:3]2([CH3:2])[C:8]([O:10][CH3:11])=[O:9])(=[O:21])=[O:22])[CH:14]=[C:13]([Cl:12])[CH:18]=1. (3) Given the reactants [CH3:1][O:2][C:3]1[CH:8]=[CH:7][C:6]([S:9]([N:12]2[CH2:18][C:17]3[CH:19]=[CH:20][C:21]([C:23]([O:25]C)=O)=[CH:22][C:16]=3[O:15][CH2:14][CH2:13]2)(=[O:11])=[O:10])=[CH:5][CH:4]=1.[NH2:27][OH:28].[OH-].[Na+], predict the reaction product. The product is: [OH:28][NH:27][C:23]([C:21]1[CH:20]=[CH:19][C:17]2[CH2:18][N:12]([S:9]([C:6]3[CH:7]=[CH:8][C:3]([O:2][CH3:1])=[CH:4][CH:5]=3)(=[O:11])=[O:10])[CH2:13][CH2:14][O:15][C:16]=2[CH:22]=1)=[O:25]. (4) Given the reactants [N:1]1[C:10]2[C:5](=[CH:6][C:7]([CH2:11][C:12]3[N:16]4[N:17]=[C:18]([C:21](=O)[CH3:22])[CH:19]=[CH:20][C:15]4=[N:14][N:13]=3)=[CH:8][CH:9]=2)[CH:4]=[CH:3][CH:2]=1.[CH3:24][O:25][NH2:26], predict the reaction product. The product is: [CH3:24][O:25]/[N:26]=[C:21](/[C:18]1[CH:19]=[CH:20][C:15]2[N:16]([C:12]([CH2:11][C:7]3[CH:6]=[C:5]4[C:10](=[CH:9][CH:8]=3)[N:1]=[CH:2][CH:3]=[CH:4]4)=[N:13][N:14]=2)[N:17]=1)\[CH3:22]. (5) Given the reactants [C:1]([O:5][C:6](=[O:20])[N:7]([CH3:19])[C@@H:8]1[CH2:12][CH2:11][C@H:10]([C:13](=[O:18])[NH:14][CH2:15][C:16]#[CH:17])[CH2:9]1)([CH3:4])([CH3:3])[CH3:2], predict the reaction product. The product is: [C:1]([O:5][C:6](=[O:20])[N:7]([CH3:19])[C@@H:8]1[CH2:12][CH2:11][C@H:10]([C:13]2[O:18][C:16]([CH3:17])=[CH:15][N:14]=2)[CH2:9]1)([CH3:4])([CH3:3])[CH3:2]. (6) Given the reactants CC(OI1(OC(C)=O)(OC(C)=O)OC(=O)C2C=CC=CC1=2)=O.[OH:23][CH2:24][CH2:25][N:26]1[CH2:30][CH2:29][C:28]([C:37]2[CH:42]=[CH:41][CH:40]=[CH:39][CH:38]=2)([C:31]2[CH:36]=[CH:35][CH:34]=[CH:33][CH:32]=2)[C:27]1=[O:43], predict the reaction product. The product is: [O:43]=[C:27]1[C:28]([C:37]2[CH:38]=[CH:39][CH:40]=[CH:41][CH:42]=2)([C:31]2[CH:36]=[CH:35][CH:34]=[CH:33][CH:32]=2)[CH2:29][CH2:30][N:26]1[CH2:25][CH:24]=[O:23].